From a dataset of NCI-60 drug combinations with 297,098 pairs across 59 cell lines. Regression. Given two drug SMILES strings and cell line genomic features, predict the synergy score measuring deviation from expected non-interaction effect. (1) Drug 1: C1=C(C(=O)NC(=O)N1)F. Drug 2: C1C(C(OC1N2C=C(C(=O)NC2=O)F)CO)O. Cell line: A549. Synergy scores: CSS=62.9, Synergy_ZIP=-5.47, Synergy_Bliss=-6.15, Synergy_Loewe=3.32, Synergy_HSA=4.60. (2) Drug 1: C1=NC2=C(N=C(N=C2N1C3C(C(C(O3)CO)O)F)Cl)N. Drug 2: C1CNP(=O)(OC1)N(CCCl)CCCl. Cell line: SK-OV-3. Synergy scores: CSS=-0.423, Synergy_ZIP=0.185, Synergy_Bliss=-0.297, Synergy_Loewe=-1.82, Synergy_HSA=-0.863. (3) Drug 1: CN(C)N=NC1=C(NC=N1)C(=O)N. Drug 2: C1=CN(C(=O)N=C1N)C2C(C(C(O2)CO)O)O.Cl. Cell line: CCRF-CEM. Synergy scores: CSS=59.4, Synergy_ZIP=-5.01, Synergy_Bliss=-5.33, Synergy_Loewe=-4.87, Synergy_HSA=-0.210.